From a dataset of Full USPTO retrosynthesis dataset with 1.9M reactions from patents (1976-2016). Predict the reactants needed to synthesize the given product. (1) The reactants are: [CH2:1]([O:8][C:9](=[O:27])[NH:10][CH:11]([CH3:26])[CH2:12][CH2:13][CH2:14][C:15]1[CH:20]=[C:19]([C:21]([F:24])([F:23])[F:22])[CH:18]=[C:17](Cl)[N:16]=1)[C:2]1[CH:7]=[CH:6][CH:5]=[CH:4][CH:3]=1.CN(C=O)C.[CH3:33][CH2:34]N(CC)CC.C([O-])([O-])=O.[K+].[K+]. Given the product [CH2:1]([O:8][C:9](=[O:27])[NH:10][CH:11]([CH3:26])[CH2:12][CH2:13][CH2:14][C:15]1[CH:20]=[C:19]([C:21]([F:24])([F:23])[F:22])[CH:18]=[C:17]([C:33]#[CH:34])[N:16]=1)[C:2]1[CH:7]=[CH:6][CH:5]=[CH:4][CH:3]=1, predict the reactants needed to synthesize it. (2) The reactants are: [NH:1]1[C:5]2[CH:6]=[CH:7][CH:8]=[CH:9][C:4]=2[N:3]=[C:2]1[C:10]1[C:11]([NH2:15])=[N:12][O:13][N:14]=1.C(=O)([O-])[O-].[K+].[K+].Cl[CH2:23][C:24](=[O:33])[CH:25]=[CH:26][C:27]1[CH:32]=[CH:31][CH:30]=[CH:29][CH:28]=1. Given the product [NH2:15][C:11]1[C:10]([C:2]2[N:1]([CH2:23][C:24](=[O:33])/[CH:25]=[CH:26]/[C:27]3[CH:32]=[CH:31][CH:30]=[CH:29][CH:28]=3)[C:5]3[CH:6]=[CH:7][CH:8]=[CH:9][C:4]=3[N:3]=2)=[N:14][O:13][N:12]=1, predict the reactants needed to synthesize it. (3) Given the product [Br:1][C:2]1[CH:3]=[CH:4][C:5]([O:6][CH2:7][C:8]([N:32]([O:33][CH3:34])[CH3:31])=[O:10])=[CH:11][CH:12]=1, predict the reactants needed to synthesize it. The reactants are: [Br:1][C:2]1[CH:12]=[CH:11][C:5]([O:6][CH2:7][C:8]([OH:10])=O)=[CH:4][CH:3]=1.CN1CCOCC1.ClC1N=C(OC)N=C(OC)N=1.[CH3:31][NH:32][O:33][CH3:34]. (4) Given the product [CH2:1]([O:8][C:9](=[O:29])[C@@H:10]([NH:11][C:12]([O:14][C:15]([CH3:16])([CH3:18])[CH3:17])=[O:13])[CH2:19][C:20]1[C:28]2[C:23](=[CH:24][CH:25]=[CH:26][CH:27]=2)[N:22]([CH2:33][CH2:31][CH3:32])[CH:21]=1)[C:2]1[CH:7]=[CH:6][CH:5]=[CH:4][CH:3]=1, predict the reactants needed to synthesize it. The reactants are: [CH2:1]([O:8][C:9](=[O:29])[C@H:10]([CH2:19][C:20]1[C:28]2[C:23](=[CH:24][CH:25]=[CH:26][CH:27]=2)[NH:22][CH:21]=1)[NH:11][C:12]([O:14][C:15]([CH3:18])([CH3:17])[CH3:16])=[O:13])[C:2]1[CH:7]=[CH:6][CH:5]=[CH:4][CH:3]=1.I[CH2:31][CH3:32].[C:33](=O)([O-])[O-].[Cs+].[Cs+]. (5) The reactants are: F[C:2](F)(F)[C:3](O)=O.N1(CC(O)=O)CCOCC1.[S:18]1[CH:22]=C[N:20]=[N:19]1.[C:23](N)([NH2:26])=[N:24]N.C(OC=C(C(OCC)=O)C(OCC)=O)C. Given the product [N:20]1[C:3]2[CH:2]=[N:24][CH:23]=[N:26][C:22]=2[S:18][N:19]=1, predict the reactants needed to synthesize it. (6) Given the product [CH3:1][S:2]([C:5]1[CH:10]=[CH:9][C:8]([C:15]2[CH:20]=[N:19][C:18]([O:21][CH2:22][CH:23]3[CH2:24][CH2:25][N:26]([C:29]([O:31][C:32]([CH3:35])([CH3:34])[CH3:33])=[O:30])[CH2:27][CH2:28]3)=[N:17][CH:16]=2)=[CH:7][CH:6]=1)(=[O:4])=[O:3], predict the reactants needed to synthesize it. The reactants are: [CH3:1][S:2]([C:5]1[CH:10]=[CH:9][C:8](B(O)O)=[CH:7][CH:6]=1)(=[O:4])=[O:3].Br[C:15]1[CH:16]=[N:17][C:18]([O:21][CH2:22][CH:23]2[CH2:28][CH2:27][N:26]([C:29]([O:31][C:32]([CH3:35])([CH3:34])[CH3:33])=[O:30])[CH2:25][CH2:24]2)=[N:19][CH:20]=1.C([O-])([O-])=O.[Na+].[Na+]. (7) Given the product [C:2]([OH:7])(=[O:3])[CH3:1].[OH:38][C@H:12]([C:10]1[CH:9]=[CH:8][C:6]([OH:7])=[C:5]([CH2:4][OH:3])[CH:11]=1)[CH2:13][NH:14][CH2:15][CH2:16][C:17]1[CH:18]=[CH:19][C:20]2[O:25][CH2:24][C@@H:23]([CH2:26][O:27][CH2:28][C:29]3[CH:30]=[C:31]([CH:34]=[CH:35][CH:36]=3)[C:32]#[N:33])[O:22][C:21]=2[CH:37]=1, predict the reactants needed to synthesize it. The reactants are: [CH3:1][C:2]1(C)[O:7][C:6]2[CH:8]=[CH:9][C:10]([C@@H:12]([OH:38])[CH2:13][NH:14][CH2:15][CH2:16][C:17]3[CH:18]=[CH:19][C:20]4[O:25][CH2:24][C@@H:23]([CH2:26][O:27][CH2:28][C:29]5[CH:30]=[C:31]([CH:34]=[CH:35][CH:36]=5)[C:32]#[N:33])[O:22][C:21]=4[CH:37]=3)=[CH:11][C:5]=2[CH2:4][O:3]1.O.